This data is from Serine/threonine kinase 33 screen with 319,792 compounds. The task is: Binary Classification. Given a drug SMILES string, predict its activity (active/inactive) in a high-throughput screening assay against a specified biological target. (1) The molecule is O(c1c(NC(=O)CC(=O)c2cc([N+]([O-])=O)ccc2)cccc1)C. The result is 0 (inactive). (2) The compound is S(C(=S)N1CCOCC1)CC(=O)c1cc2c(oc1=O)cccc2. The result is 0 (inactive). (3) The drug is o1c2c(c3CCCCc3c1=O)cc(OCC(=O)c1c3c(n(c1C)C)cccc3)c(OC)c2. The result is 0 (inactive). (4) The compound is s1c2n(cc(n2)CNC(=O)c2cc(ccc2)C(F)(F)F)cc1. The result is 0 (inactive). (5) The result is 0 (inactive). The compound is s1c(Cc2cc3OCOc3cc2)c(c(c1NC(=O)CC)C(=O)N)C. (6) The compound is S(c1[nH]c2c(n1)ccc([N+]([O-])=O)c2)CC(=O)NC(OCC)=O. The result is 0 (inactive). (7) The molecule is Clc1cc(NC(=S)NCc2n(ccc2)C)c(cc1)C. The result is 0 (inactive).